This data is from Forward reaction prediction with 1.9M reactions from USPTO patents (1976-2016). The task is: Predict the product of the given reaction. (1) Given the reactants [O:1]1[CH2:6][CH2:5][N:4]([CH2:7][CH2:8][NH:9][C:10]2[N:15]=[CH:14][C:13]([C:16]3[CH:21]=[CH:20][C:19]([NH:22][C:23]([NH:25][C:26]4[CH:30]=[C:29]([C:31]5([C:34]([F:37])([F:36])[F:35])[CH2:33][CH2:32]5)[O:28][N:27]=4)=[O:24])=[CH:18][CH:17]=3)=[CH:12][CH:11]=2)[CH2:3][CH2:2]1.[S:38]([OH:42])([CH3:41])(=[O:40])=[O:39], predict the reaction product. The product is: [CH3:41][S:38]([O-:42])(=[O:40])=[O:39].[F:37][C:34]([F:35])([F:36])[C:31]1([C:29]2[O:28][N:27]=[C:26]([NH:25][C:23](=[O:24])[NH:22][C:19]3[CH:20]=[CH:21][C:16]([C:13]4[CH:12]=[CH:11][C:10]([NH:9][CH2:8][CH2:7][NH+:4]5[CH2:3][CH2:2][O:1][CH2:6][CH2:5]5)=[N:15][CH:14]=4)=[CH:17][CH:18]=3)[CH:30]=2)[CH2:33][CH2:32]1. (2) The product is: [NH2:9][C:4]1[CH:3]=[C:2]([Br:1])[CH:7]=[CH:6][C:5]=1[OH:8]. Given the reactants [Br:1][C:2]1[CH:7]=[CH:6][C:5]([OH:8])=[C:4]([N+:9]([O-])=O)[CH:3]=1.O.O.[Sn](Cl)Cl.C([O-])(O)=O.[Na+], predict the reaction product. (3) Given the reactants [CH3:1][C:2]1([C:7]2[N:8]=[C:9]([CH2:12][N:13]3[CH:17]=[CH:16][C:15]([NH2:18])=[N:14]3)[S:10][CH:11]=2)[O:6]CCO1.[Cl:19][C:20]1[CH:25]=[C:24]([F:26])[CH:23]=[CH:22][C:21]=1/[CH:27]=[CH:28]/[C:29](O)=[O:30], predict the reaction product. The product is: [C:2]([C:7]1[N:8]=[C:9]([CH2:12][N:13]2[CH:17]=[CH:16][C:15]([NH:18][C:29](=[O:30])/[CH:28]=[CH:27]/[C:21]3[CH:22]=[CH:23][C:24]([F:26])=[CH:25][C:20]=3[Cl:19])=[N:14]2)[S:10][CH:11]=1)(=[O:6])[CH3:1]. (4) Given the reactants [C:1]([O:5][C:6]([N:8]1[CH2:13][CH2:12][CH:11]([NH:14][C:15]2[CH:20]=[CH:19][C:18]([F:21])=[C:17]([F:22])[CH:16]=2)[CH2:10][CH2:9]1)=[O:7])([CH3:4])([CH3:3])[CH3:2].Cl[CH2:24][C:25]1[CH:30]=[CH:29][N:28]=[C:27]([C:31]2[CH:36]=[C:35]([O:37][CH3:38])[C:34]([O:39][CH3:40])=[C:33]([O:41][CH3:42])[CH:32]=2)[CH:26]=1, predict the reaction product. The product is: [C:1]([O:5][C:6]([N:8]1[CH2:13][CH2:12][CH:11]([N:14]([C:15]2[CH:20]=[CH:19][C:18]([F:21])=[C:17]([F:22])[CH:16]=2)[CH2:24][C:25]2[CH:30]=[CH:29][N:28]=[C:27]([C:31]3[CH:36]=[C:35]([O:37][CH3:38])[C:34]([O:39][CH3:40])=[C:33]([O:41][CH3:42])[CH:32]=3)[CH:26]=2)[CH2:10][CH2:9]1)=[O:7])([CH3:4])([CH3:2])[CH3:3]. (5) Given the reactants [F:1][C:2]1[CH:3]=[C:4]([CH:7]=[CH:8][C:9]=1[F:10])[CH:5]=O.[C:11]([OH:17])(=[O:16])[CH2:12]C(O)=O.C([O-])(=O)C.[NH4+:22], predict the reaction product. The product is: [NH2:22][CH:5]([C:4]1[CH:7]=[CH:8][C:9]([F:10])=[C:2]([F:1])[CH:3]=1)[CH2:12][C:11]([OH:17])=[O:16]. (6) Given the reactants [Cl:1][C:2]1[CH:7]=[C:6]([C:8]([F:11])([F:10])[F:9])[N:5]=[N:4][C:3]=1[NH2:12].[H-].[Na+].[C:15]([O:19][C:20]([N:22]1[CH2:27][CH2:26][CH:25](OS(C2C=CC(C)=CC=2)(=O)=O)[CH2:24][CH2:23]1)=[O:21])([CH3:18])([CH3:17])[CH3:16], predict the reaction product. The product is: [Cl:1][C:2]1[CH:7]=[C:6]([C:8]([F:10])([F:9])[F:11])[N:5]=[N:4][C:3]=1[NH:12][CH:25]1[CH2:26][CH2:27][N:22]([C:20]([O:19][C:15]([CH3:18])([CH3:17])[CH3:16])=[O:21])[CH2:23][CH2:24]1. (7) Given the reactants [CH3:1][C:2]1([CH3:24])[C:6]([CH3:8])([CH3:7])[O:5][B:4]([C:9]2[CH:14]=[CH:13][CH:12]=[C:11](B3OC(C)(C)C(C)(C)O3)[CH:10]=2)[O:3]1.Br[C:26]1[C:27]2[C:32]([C:33]([C:40]3[CH:49]=[CH:48][C:47]4[C:42](=[CH:43][CH:44]=[CH:45][CH:46]=4)[CH:41]=3)=[C:34]3[C:39]=1[CH:38]=[CH:37][CH:36]=[CH:35]3)=[CH:31][CH:30]=[CH:29][CH:28]=2.C([O-])([O-])=O.[Na+].[Na+].CCO, predict the reaction product. The product is: [CH3:24][C:2]1([CH3:1])[C:6]([CH3:8])([CH3:7])[O:5][B:4]([C:9]2[CH:14]=[CH:13][CH:12]=[C:11]([C:26]3[C:27]4[C:32]([C:33]([C:40]5[CH:49]=[CH:48][C:47]6[C:42](=[CH:43][CH:44]=[CH:45][CH:46]=6)[CH:41]=5)=[C:34]5[C:39]=3[CH:38]=[CH:37][CH:36]=[CH:35]5)=[CH:31][CH:30]=[CH:29][CH:28]=4)[CH:10]=2)[O:3]1. (8) Given the reactants [Br:1][C:2]1[CH:7]=[CH:6][C:5]([OH:8])=[CH:4][CH:3]=1.[H-].[Na+].[C:11](Cl)(=[O:14])[CH:12]=[CH2:13].O, predict the reaction product. The product is: [C:11]([O:8][C:5]1[CH:6]=[CH:7][C:2]([Br:1])=[CH:3][CH:4]=1)(=[O:14])[CH:12]=[CH2:13].